Dataset: Reaction yield outcomes from USPTO patents with 853,638 reactions. Task: Predict the reaction yield, written as a fraction of the theoretical maximum amount of product (1.0 means a 100% yield; for example, 0.34 means a 34% yield). No catalyst specified. The yield is 0.308. The product is [CH:1]1([C@@H:6]2[NH:11][C:10](=[O:12])[C@H:9]([CH2:13][CH:14]([CH3:16])[CH3:15])[N:8]([C:28]([C@@H:26]3[CH2:27][C@H:25]3[C:19]3[CH:20]=[CH:21][C:22]([F:24])=[CH:23][C:18]=3[F:17])=[O:29])[CH2:7]2)[CH2:2][CH2:3][CH2:4][CH2:5]1. The reactants are [CH:1]1([C@@H:6]2[NH:11][C:10](=[O:12])[C@H:9]([CH2:13][CH:14]([CH3:16])[CH3:15])[NH:8][CH2:7]2)[CH2:5][CH2:4][CH2:3][CH2:2]1.[F:17][C:18]1[CH:23]=[C:22]([F:24])[CH:21]=[CH:20][C:19]=1[C@@H:25]1[CH2:27][C@H:26]1[C:28](O)=[O:29].C([C@@H]1N(C(=O)/C=C/C2C=CC=CC=2)C[C@H](CC(C)C)NC1=O)C(C)C.